This data is from Full USPTO retrosynthesis dataset with 1.9M reactions from patents (1976-2016). The task is: Predict the reactants needed to synthesize the given product. (1) Given the product [CH2:25]([NH:27][C:28]([NH:22][C:21]1[CH:23]=[CH:24][C:18]([C:5]2[C:6]([C:8]3[C:13]([CH3:14])=[CH:12][N:11]=[C:10]4[NH:15][CH:16]=[CH:17][C:9]=34)=[CH:7][N:3]([CH2:1][CH3:2])[N:4]=2)=[CH:19][CH:20]=1)=[O:29])[CH3:26], predict the reactants needed to synthesize it. The reactants are: [CH2:1]([N:3]1[CH:7]=[C:6]([C:8]2[C:13]([CH3:14])=[CH:12][N:11]=[C:10]3[NH:15][CH:16]=[CH:17][C:9]=23)[C:5]([C:18]2[CH:24]=[CH:23][C:21]([NH2:22])=[CH:20][CH:19]=2)=[N:4]1)[CH3:2].[CH2:25]([N:27]=[C:28]=[O:29])[CH3:26]. (2) Given the product [CH3:34][O:33][C:31]([CH:26]1[C:25]([CH3:35])([CH3:24])[S:30][CH2:29][CH2:28][N:27]1[S:8]([C:5]1[CH:6]=[CH:7][C:2]([OH:1])=[CH:3][CH:4]=1)(=[O:10])=[O:9])=[O:32], predict the reactants needed to synthesize it. The reactants are: [OH:1][C:2]1[CH:7]=[CH:6][C:5]([S:8](Cl)(=[O:10])=[O:9])=[CH:4][CH:3]=1.C/C(/O[Si](C)(C)C)=N\[Si](C)(C)C.[CH3:24][C:25]1([CH3:35])[S:30][CH2:29][CH2:28][NH:27][C@H:26]1[C:31]([O:33][CH3:34])=[O:32].CN1CCOCC1.